From a dataset of Forward reaction prediction with 1.9M reactions from USPTO patents (1976-2016). Predict the product of the given reaction. (1) Given the reactants [CH3:1][C:2]([C:4]1[CH:9]=[C:8]([F:10])[C:7](F)=[C:6]([F:12])[CH:5]=1)=[O:3].[CH3:13][S-:14].[Na+], predict the reaction product. The product is: [F:12][C:6]1[CH:5]=[C:4]([C:2](=[O:3])[CH3:1])[CH:9]=[C:8]([F:10])[C:7]=1[S:14][CH3:13]. (2) Given the reactants [CH:1]1([CH2:6][CH:7]([N:11]2[C:16](=[O:17])[CH:15]=[C:14]([O:18][C:19]3[C:24]([F:25])=[CH:23][CH:22]=[CH:21][N:20]=3)[CH:13]=[N:12]2)[C:8]([OH:10])=O)[CH2:5][CH2:4][CH2:3][CH2:2]1.[CH3:26][C:27]1([CH3:39])[O:31][C@H:30]([CH2:32][N:33]2[CH:37]=[CH:36][C:35]([NH2:38])=[N:34]2)[CH2:29][O:28]1, predict the reaction product. The product is: [CH:1]1([CH2:6][CH:7]([N:11]2[C:16](=[O:17])[CH:15]=[C:14]([O:18][C:19]3[C:24]([F:25])=[CH:23][CH:22]=[CH:21][N:20]=3)[CH:13]=[N:12]2)[C:8]([NH:38][C:35]2[CH:36]=[CH:37][N:33]([CH2:32][C@@H:30]3[CH2:29][O:28][C:27]([CH3:39])([CH3:26])[O:31]3)[N:34]=2)=[O:10])[CH2:2][CH2:3][CH2:4][CH2:5]1. (3) Given the reactants [CH:1]1([CH2:7][CH2:8][CH2:9][C@@H:10]([C:19]2[O:23][N:22]=[C:21]([C:24]([NH:26][CH3:27])=[O:25])[N:20]=2)[CH2:11][C:12]([O:14][C:15]([CH3:18])([CH3:17])[CH3:16])=[O:13])[CH2:6][CH2:5][CH2:4][CH2:3][CH2:2]1.C(P(CCCC)CCCC)CCC.O[CH2:42][C:43]1[CH:48]=[CH:47][CH:46]=[CH:45][N:44]=1, predict the reaction product. The product is: [CH:1]1([CH2:7][CH2:8][CH2:9][C@@H:10]([C:19]2[O:23][N:22]=[C:21]([C:24]([N:26]([CH3:27])[CH2:42][C:43]3[CH:48]=[CH:47][CH:46]=[CH:45][N:44]=3)=[O:25])[N:20]=2)[CH2:11][C:12]([O:14][C:15]([CH3:17])([CH3:18])[CH3:16])=[O:13])[CH2:2][CH2:3][CH2:4][CH2:5][CH2:6]1. (4) Given the reactants [C:1]([O:5][C:6]([NH:8][C:9]1[CH:13]=[CH:12][O:11][C:10]=1[C:14]([OH:16])=O)=[O:7])([CH3:4])([CH3:3])[CH3:2].CC[N:19](C(C)C)C(C)C.C1CN([P+](ON2N=NC3C=CC=CC2=3)(N2CCCC2)N2CCCC2)CC1.F[P-](F)(F)(F)(F)F.[Cl-].[NH4+].Cl, predict the reaction product. The product is: [C:14]([C:10]1[O:11][CH:12]=[CH:13][C:9]=1[NH:8][C:6](=[O:7])[O:5][C:1]([CH3:4])([CH3:3])[CH3:2])(=[O:16])[NH2:19].